Dataset: Full USPTO retrosynthesis dataset with 1.9M reactions from patents (1976-2016). Task: Predict the reactants needed to synthesize the given product. (1) Given the product [Cl:1][C:2]1[C:10]([F:11])=[CH:9][CH:8]=[C:7]([Cl:12])[C:3]=1[CH2:4][OH:5], predict the reactants needed to synthesize it. The reactants are: [Cl:1][C:2]1[C:10]([F:11])=[CH:9][CH:8]=[C:7]([Cl:12])[C:3]=1[C:4](O)=[O:5].B.C1COCC1. (2) Given the product [Br:1][C:2]1[C:3]([CH3:9])=[C:4]([NH:5][C:22](=[O:23])[CH:21]([NH:20][C:18](=[O:19])[O:17][CH2:10][C:11]2[CH:16]=[CH:15][CH:14]=[CH:13][CH:12]=2)[CH2:25][CH2:26][S:27][CH3:28])[CH:6]=[CH:7][CH:8]=1, predict the reactants needed to synthesize it. The reactants are: [Br:1][C:2]1[C:3]([CH3:9])=[C:4]([CH:6]=[CH:7][CH:8]=1)[NH2:5].[CH2:10]([O:17][C:18]([NH:20][CH:21]([CH2:25][CH2:26][S:27][CH3:28])[C:22](O)=[O:23])=[O:19])[C:11]1[CH:16]=[CH:15][CH:14]=[CH:13][CH:12]=1.ON1C2N=CC=CC=2N=N1.C(N(C(C)C)CC)(C)C.C(Cl)CCl. (3) Given the product [CH2:1]([N:8]1[CH2:9][CH2:10][C:11]2([C:12]3[NH:31][CH:30]=[CH:29][C:13]=3[C:14](=[O:23])[N:15]2[C:16]2[CH:21]=[CH:20][CH:19]=[C:18]([F:22])[CH:17]=2)[CH2:25][CH2:26]1)[C:2]1[CH:7]=[CH:6][CH:5]=[CH:4][CH:3]=1, predict the reactants needed to synthesize it. The reactants are: [CH2:1]([N:8]1[CH2:26][CH2:25][C:11]2([N:15]([C:16]3[CH:21]=[CH:20][CH:19]=[C:18]([F:22])[CH:17]=3)[C:14](=[O:23])[CH2:13][C:12]2=O)[CH2:10][CH2:9]1)[C:2]1[CH:7]=[CH:6][CH:5]=[CH:4][CH:3]=1.CO[CH:29](OC)[CH2:30][NH2:31]. (4) The reactants are: Cl[CH2:2][C:3]1[CH:8]=[CH:7][C:6]([C:9]2([NH:12][C:13](=[O:15])[CH3:14])[CH2:11][CH2:10]2)=[CH:5][CH:4]=1.[F:16][C:17]1[N:22]=[C:21]([N:23]2[CH2:28][CH2:27][NH:26][CH2:25][CH2:24]2)[CH:20]=[CH:19][CH:18]=1. Given the product [F:16][C:17]1[N:22]=[C:21]([N:23]2[CH2:28][CH2:27][N:26]([CH2:2][C:3]3[CH:8]=[CH:7][C:6]([C:9]4([NH:12][C:13](=[O:15])[CH3:14])[CH2:11][CH2:10]4)=[CH:5][CH:4]=3)[CH2:25][CH2:24]2)[CH:20]=[CH:19][CH:18]=1, predict the reactants needed to synthesize it. (5) Given the product [CH:6]1[O:7][C:8]([CH:13]([OH:18])[CH3:12])=[C:9]2[CH:10]=[CH:11][CH:3]=[CH:4][C:5]=12, predict the reactants needed to synthesize it. The reactants are: CO[C:3](=O)[CH2:4][C:5]1[C:9]2[CH:10]=[CH:11][CH:12]=[CH:13][C:8]=2[O:7][CH:6]=1.[Li].CC[O:18]CC. (6) Given the product [CH2:1]([O:4][C:5]1[CH:13]=[CH:12][C:8]([C:9]2[CH:23]=[C:18]([CH2:19][CH2:20][OH:21])[O:11][N:10]=2)=[C:7]([C:14]([F:15])([F:16])[F:17])[CH:6]=1)[CH2:2][CH3:3], predict the reactants needed to synthesize it. The reactants are: [CH2:1]([O:4][C:5]1[CH:13]=[CH:12][C:8]([CH:9]=[N:10][OH:11])=[C:7]([C:14]([F:17])([F:16])[F:15])[CH:6]=1)[CH2:2][CH3:3].[CH2:18]1[C:23](=O)N(Cl)[C:20](=[O:21])[CH2:19]1.C(O)CC#C.